This data is from Experimentally validated miRNA-target interactions with 360,000+ pairs, plus equal number of negative samples. The task is: Binary Classification. Given a miRNA mature sequence and a target amino acid sequence, predict their likelihood of interaction. (1) The miRNA is hsa-miR-888-5p with sequence UACUCAAAAAGCUGUCAGUCA. The protein sequence of the target gene is MFAIQPGLAEGGQFLGDPPPGLCQPELQPDSNSNFMASAKDANENWHGMPGRVEPILRRSSSESPSDNQAFQAPGSPEEGVRSPPEGAEIPGAEPEKMGGAGTVCSPLEDNGYASSSLSIDSRSSSPEPACGTPRGPGPPDPLLPSVAQAVQHLQVQERYKEQEKEKHHVHLVMYRRLALLQWIRGLQHQLIDQQARLQESFDTILDNRKELIRCLQQRAAPSRPQDQA. Result: 1 (interaction). (2) The miRNA is hsa-miR-4527 with sequence UGGUCUGCAAAGAGAUGACUGU. The protein sequence of the target gene is MSATIEREFEELDAQCRWQPLYLEIRNESHDYPHRVAKFPENRNRNRYRDVSPYDHSRVKLQSTENDYINASLVDIEEAQRSYILTQGPLPNTCCHFWLMVWQQKTKAVVMLNRTVEKESVKCAQYWPTDDREMVFKETGFSVKLLSEDVKSYYTVHLLQLENINTGETRTISHFHYTTWPDFGVPESPASFLNFLFKVRESGCLTPDHGPAVIHCSAGIGRSGTFSLVDTCLVLMEKGEDVNVKQLLLNMRKYRMGLIQTPDQLRFSYMAIIEGAKYTKGDSNIQKRWKELSKEDLSPI.... Result: 0 (no interaction).